Dataset: Full USPTO retrosynthesis dataset with 1.9M reactions from patents (1976-2016). Task: Predict the reactants needed to synthesize the given product. The reactants are: CC([CH:5]1[CH2:10][N:9]([CH2:11][CH2:12][F:13])[CH2:8][CH2:7][N:6]1C([O-])=O)(C)C.[ClH:17].CO. Given the product [ClH:17].[ClH:17].[F:13][CH2:12][CH2:11][N:9]1[CH2:10][CH2:5][NH:6][CH2:7][CH2:8]1, predict the reactants needed to synthesize it.